Dataset: Forward reaction prediction with 1.9M reactions from USPTO patents (1976-2016). Task: Predict the product of the given reaction. (1) Given the reactants [F:1][C:2]1[CH:3]=[C:4]2[C:9](=[CH:10][CH:11]=1)[CH:8]=[C:7]([CH:12]1[CH2:17][CH2:16][NH:15][CH2:14][CH2:13]1)[CH:6]=[CH:5]2.[O:18]1[CH2:20][C@H:19]1[CH2:21][O:22][C:23]1[C:31]2[CH:30]=[CH:29][O:28][C:27]=2[CH:26]=[CH:25][CH:24]=1, predict the reaction product. The product is: [O:28]1[CH:29]=[CH:30][C:31]2[C:23]([O:22][CH2:21][C@@H:19]([OH:18])[CH2:20][N:15]3[CH2:14][CH2:13][CH:12]([C:7]4[CH:6]=[CH:5][C:4]5[C:9](=[CH:10][CH:11]=[C:2]([F:1])[CH:3]=5)[CH:8]=4)[CH2:17][CH2:16]3)=[CH:24][CH:25]=[CH:26][C:27]1=2. (2) Given the reactants [Cl:1][C:2]1[CH:3]=[N:4][CH:5]=[C:6]([Cl:20])[C:7]=1[S:8][C:9]1[S:13][C:12]([C:14]([OH:16])=O)=[CH:11][C:10]=1[N+:17]([O-:19])=[O:18].[CH2:21]([N:28]1[CH2:33][CH2:32][N:31]([CH2:34][CH2:35][NH2:36])[CH2:30][CH2:29]1)[C:22]1[CH:27]=[CH:26][CH:25]=[CH:24][CH:23]=1, predict the reaction product. The product is: [CH2:21]([N:28]1[CH2:29][CH2:30][N:31]([CH2:34][CH2:35][NH:36][C:14]([C:12]2[S:13][C:9]([S:8][C:7]3[C:6]([Cl:20])=[CH:5][N:4]=[CH:3][C:2]=3[Cl:1])=[C:10]([N+:17]([O-:19])=[O:18])[CH:11]=2)=[O:16])[CH2:32][CH2:33]1)[C:22]1[CH:23]=[CH:24][CH:25]=[CH:26][CH:27]=1. (3) Given the reactants [Cl:1][C:2]1[CH:3]=[CH:4][C:5]([CH3:16])=[C:6]([C:8]2[CH:13]=[CH:12][N:11]=[CH:10][C:9]=2[NH:14][CH3:15])[CH:7]=1.[F:17][C:18]([F:33])([F:32])[C:19]1[CH:20]=[C:21]([CH:25]=[C:26]([C:28]([F:31])([F:30])[F:29])[CH:27]=1)[C:22](Cl)=[O:23], predict the reaction product. The product is: [Cl:1][C:2]1[CH:3]=[CH:4][C:5]([CH3:16])=[C:6]([C:8]2[CH:13]=[CH:12][N:11]=[CH:10][C:9]=2[N:14]([CH3:15])[C:22](=[O:23])[C:21]2[CH:20]=[C:19]([C:18]([F:33])([F:32])[F:17])[CH:27]=[C:26]([C:28]([F:31])([F:30])[F:29])[CH:25]=2)[CH:7]=1.